This data is from Reaction yield outcomes from USPTO patents with 853,638 reactions. The task is: Predict the reaction yield, written as a fraction of the theoretical maximum amount of product (1.0 means a 100% yield; for example, 0.34 means a 34% yield). The reactants are [CH2:1]([N:8]([O:20][CH3:21])[C:9](=[O:19])[CH:10]=[C:11]1[C:15](=[O:16])[O:14]C(C)(C)[O:12]1)[C:2]1[CH:7]=[CH:6][CH:5]=[CH:4][CH:3]=1.[OH-].[Na+].Cl. The catalyst is O1CCCC1. The product is [CH2:1]([N:8]([O:20][CH3:21])[C:9]([CH:10]=[C:11]([OH:12])[C:15]([OH:16])=[O:14])=[O:19])[C:2]1[CH:3]=[CH:4][CH:5]=[CH:6][CH:7]=1. The yield is 0.950.